From a dataset of Peptide-MHC class I binding affinity with 185,985 pairs from IEDB/IMGT. Regression. Given a peptide amino acid sequence and an MHC pseudo amino acid sequence, predict their binding affinity value. This is MHC class I binding data. (1) The peptide sequence is LSEEANWAF. The MHC is HLA-A11:01 with pseudo-sequence HLA-A11:01. The binding affinity (normalized) is 0.0847. (2) The peptide sequence is REVFYFGKF. The MHC is HLA-A68:02 with pseudo-sequence HLA-A68:02. The binding affinity (normalized) is 0.259. (3) The peptide sequence is VLYNGVNYL. The MHC is HLA-A02:01 with pseudo-sequence HLA-A02:01. The binding affinity (normalized) is 1.00. (4) The peptide sequence is LPFMSDMS. The MHC is H-2-Db with pseudo-sequence H-2-Db. The binding affinity (normalized) is 0. (5) The peptide sequence is NSGPDDQIGY. The MHC is HLA-A23:01 with pseudo-sequence HLA-A23:01. The binding affinity (normalized) is 0.